This data is from Forward reaction prediction with 1.9M reactions from USPTO patents (1976-2016). The task is: Predict the product of the given reaction. (1) Given the reactants [N:1]1([CH2:7][C:8]2[S:12][C:11]([C:13]([O:15]C)=[O:14])=[CH:10][CH:9]=2)[CH2:6][CH2:5][O:4][CH2:3][CH2:2]1.[ClH:17], predict the reaction product. The product is: [ClH:17].[N:1]1([CH2:7][C:8]2[S:12][C:11]([C:13]([OH:15])=[O:14])=[CH:10][CH:9]=2)[CH2:6][CH2:5][O:4][CH2:3][CH2:2]1. (2) Given the reactants C([O:8][CH2:9][CH2:10][O:11][C:12]1[C:17]([C:18]([N:20]2[CH2:25][CH2:24][CH:23]([N:26]3[CH2:30][CH2:29][CH2:28][CH2:27]3)[CH2:22][CH2:21]2)=[O:19])=[C:16]([CH3:31])[CH:15]=[C:14]([C:32]2[CH:37]=[CH:36][CH:35]=[C:34]([C:38]([F:41])([F:40])[F:39])[CH:33]=2)[N:13]=1)C1C=CC=CC=1.Cl.CO, predict the reaction product. The product is: [OH:8][CH2:9][CH2:10][O:11][C:12]1[C:17]([C:18]([N:20]2[CH2:25][CH2:24][CH:23]([N:26]3[CH2:30][CH2:29][CH2:28][CH2:27]3)[CH2:22][CH2:21]2)=[O:19])=[C:16]([CH3:31])[CH:15]=[C:14]([C:32]2[CH:37]=[CH:36][CH:35]=[C:34]([C:38]([F:39])([F:41])[F:40])[CH:33]=2)[N:13]=1. (3) Given the reactants [OH:1][C:2]1[C:3]([CH3:18])=[C:4]([CH3:17])[C:5]2[O:10][C@@:9]([CH3:14])([C:11]([OH:13])=[O:12])[CH2:8][CH2:7][C:6]=2[C:15]=1[CH3:16].O.[C:20]1(C)C=CC(S(O)(=O)=O)=CC=1, predict the reaction product. The product is: [OH:1][C:2]1[C:3]([CH3:18])=[C:4]([CH3:17])[C:5]2[O:10][C@@:9]([CH3:14])([C:11]([O:13][CH3:20])=[O:12])[CH2:8][CH2:7][C:6]=2[C:15]=1[CH3:16]. (4) Given the reactants [F:1][CH:2]([F:12])[C:3]1[C:7]([C:8](Cl)=[O:9])=[CH:6][N:5]([CH3:11])[N:4]=1.[Cl:13][C:14]1[CH:19]=[C:18]([Cl:20])[CH:17]=[CH:16][C:15]=1[CH2:21][CH:22]([NH:24][OH:25])[CH3:23].C(N(CC)CC)C.Cl, predict the reaction product. The product is: [Cl:13][C:14]1[CH:19]=[C:18]([Cl:20])[CH:17]=[CH:16][C:15]=1[CH2:21][CH:22]([N:24]([OH:25])[C:8]([C:7]1[C:3]([CH:2]([F:12])[F:1])=[N:4][N:5]([CH3:11])[CH:6]=1)=[O:9])[CH3:23]. (5) Given the reactants C([O:3][C:4](=[O:21])[C:5]1[CH:10]=[CH:9][C:8]([N:11]2[CH2:20][CH2:19][C:14]3([O:18][CH2:17][CH2:16][O:15]3)[CH2:13][CH2:12]2)=[CH:7][CH:6]=1)C.[OH-].[Na+].C(O)(=O)C, predict the reaction product. The product is: [O:15]1[C:14]2([CH2:19][CH2:20][N:11]([C:8]3[CH:9]=[CH:10][C:5]([C:4]([OH:21])=[O:3])=[CH:6][CH:7]=3)[CH2:12][CH2:13]2)[O:18][CH2:17][CH2:16]1. (6) Given the reactants CN(C)[CH2:3][CH2:4][CH:5]([C:7]1[CH:12]=[CH:11][CH:10]=[CH:9][CH:8]=1)O.[NH:14]1[CH:18]=[C:17]([NH:19][C:20]([C:22]2[C:30]3[C:25](=[CH:26][CH:27]=[CH:28][CH:29]=3)[N:24](C(C3C=CC=CC=3)(C3C=CC=CC=3)C3C=CC=CC=3)[N:23]=2)=[O:21])[CH:16]=[N:15]1.N1C=C(NC(C2C3C(=CC(C4C=CN(C5CCCCO5)N=4)=CC=3)N(COCC[Si](C)(C)C)N=2)=O)C=N1, predict the reaction product. The product is: [C:7]1([C@@H:5]([N:14]2[CH:18]=[C:17]([NH:19][C:20]([C:22]3[C:30]4[C:25](=[CH:26][CH:27]=[CH:28][CH:29]=4)[NH:24][N:23]=3)=[O:21])[CH:16]=[N:15]2)[CH2:4][CH3:3])[CH:8]=[CH:9][CH:10]=[CH:11][CH:12]=1.